Dataset: Reaction yield outcomes from USPTO patents with 853,638 reactions. Task: Predict the reaction yield, written as a fraction of the theoretical maximum amount of product (1.0 means a 100% yield; for example, 0.34 means a 34% yield). (1) The reactants are [CH:1]1([N:5]2[CH2:10][CH2:9][CH:8]([NH:11]C(=O)OC(C)(C)C)[CH2:7][CH2:6]2)[CH2:4][CH2:3][CH2:2]1.Cl. The catalyst is O1CCOCC1.C(Cl)Cl. The product is [CH:1]1([N:5]2[CH2:6][CH2:7][CH:8]([NH2:11])[CH2:9][CH2:10]2)[CH2:4][CH2:3][CH2:2]1. The yield is 0.870. (2) The reactants are [Li]CCCC.Br[C:7]1[CH:12]=[CH:11][C:10]([C:13]2[CH:18]=[CH:17][C:16]([Si:19]([CH3:22])([CH3:21])[CH3:20])=[C:15]([F:23])[C:14]=2[F:24])=[C:9]([F:25])[CH:8]=1.[I:26]CCI.O. The catalyst is C1COCC1.C(OC)(C)(C)C. The product is [CH3:20][Si:19]([CH3:22])([CH3:21])[C:16]1[CH:17]=[CH:18][C:13]([C:10]2[CH:11]=[CH:12][C:7]([I:26])=[CH:8][C:9]=2[F:25])=[C:14]([F:24])[C:15]=1[F:23]. The yield is 0.840. (3) The reactants are [CH3:1][C:2]1[N:3]=[C:4]([NH:12][CH2:13][CH:14]([C:16]2[CH:21]=[CH:20][CH:19]=[CH:18][CH:17]=2)[OH:15])[C:5]2[CH:10]=[C:9]([CH3:11])[S:8][C:6]=2[N:7]=1.[Cr](Cl)([O-])(=O)=O.[NH+]1C=CC=CC=1. The catalyst is ClCCl. The product is [CH3:1][C:2]1[N:3]=[C:4]([NH:12][CH2:13][C:14]([C:16]2[CH:21]=[CH:20][CH:19]=[CH:18][CH:17]=2)=[O:15])[C:5]2[CH:10]=[C:9]([CH3:11])[S:8][C:6]=2[N:7]=1. The yield is 0.380.